Task: Binary Classification. Given a miRNA mature sequence and a target amino acid sequence, predict their likelihood of interaction.. Dataset: Experimentally validated miRNA-target interactions with 360,000+ pairs, plus equal number of negative samples (1) The miRNA is mmu-miR-7212-3p with sequence UAACACACACGUCUCCAGGUC. The protein sequence of the target gene is MWTADEIAQLCYAHYNVRLPKQGKPEPNREWTLLAAVVKIQASANQACDIPEKEVQVTKEVVSMGTGTKCIGQSKMRESGDILNDSHAEIIARRSFQRYLLHQLHLAAVLKEDSIFVPGTQRGLWRLRPDLSFVFFSSHTPCGDASIIPMLEFEEQPCCPVIRSWANNSPVQETENLEDSKDKRNCEDPASPVAKKMRLGTPARSLSNCVAHHGTQESGPVKPDVSSSDLTKEEPDAANGIASGSFRVVDVYRTGAKCVPGETGDLREPGAAYHQVGLLRVKPGRGDRTCSMSCSDKMAR.... Result: 1 (interaction). (2) The miRNA is mmu-miR-129b-5p with sequence GCUUUUUGGGGUAAGGGCUUCC. The protein sequence of the target gene is MSRLLGGTLERVCKAVLLLCLLHFLVAVILYFDVYAQHLAFFSRFSARGPAHALHPAASSSSSSSNCSRPNATASSSGLPEVPSALPGPTAPTLPPCPDSPPGLVGRLLIEFTSPMPLERVQRENPGVLMGGRYTPPDCTPAQTVAVIIPFRHREHHLRYWLHYLHPILRRQRLRYGVYVINQHGEDTFNRAKLLNVGFLEALKEDAAYDCFIFSDVDLVPMDDRNLYRCGDQPRHFAIAMDKFGFRLPYAGYFGGVSGLSKAQFLRINGFPNEYWGWGGEDDDIFNRISLTGMKISRPD.... Result: 0 (no interaction).